This data is from Forward reaction prediction with 1.9M reactions from USPTO patents (1976-2016). The task is: Predict the product of the given reaction. (1) Given the reactants CC1C=CC(S(OCC2CC3C=CC=C(C4C=CC=CC=4F)C=3O2)(=O)=O)=CC=1.[N-]=[N+]=[N-].[Na+].[N:33]([CH2:36][CH:37]1[CH2:41][C:40]2[CH:42]=[CH:43][CH:44]=[C:45]([C:46]3[CH:51]=[CH:50][CH:49]=[CH:48][C:47]=3[F:52])[C:39]=2[O:38]1)=[N+]=[N-].[N-]=[N+]=[N-], predict the reaction product. The product is: [F:52][C:47]1[CH:48]=[CH:49][CH:50]=[CH:51][C:46]=1[C:45]1[C:39]2[O:38][CH:37]([CH2:36][NH2:33])[CH2:41][C:40]=2[CH:42]=[CH:43][CH:44]=1. (2) Given the reactants [CH2:1]([NH:4][C:5]1[N:10]=[C:9]([NH:11][CH2:12][C:13]#[CH:14])[N:8]=[C:7]([N:15]([CH3:18])[O:16][CH3:17])[N:6]=1)[C:2]#[CH:3].[ClH:19].C(OCC)C, predict the reaction product. The product is: [ClH:19].[CH2:1]([NH:4][C:5]1[N:10]=[C:9]([NH:11][CH2:12][C:13]#[CH:14])[N:8]=[C:7]([N:15]([CH3:18])[O:16][CH3:17])[N:6]=1)[C:2]#[CH:3].